From a dataset of Full USPTO retrosynthesis dataset with 1.9M reactions from patents (1976-2016). Predict the reactants needed to synthesize the given product. (1) Given the product [CH2:26]([N:10]1[C:9]2[N:8]=[C:7]([CH2:6][C:5]3[CH:4]=[CH:3][C:2]([NH:1][S:42]([C:34]4[CH:35]=[C:36]([N+:39]([O-:41])=[O:40])[CH:37]=[CH:38][C:33]=4[CH3:32])(=[O:43])=[O:44])=[CH:31][CH:30]=3)[NH:15][C:14]=2[C:13](=[O:16])[N:12]([CH2:17][C:18]2[CH:23]=[CH:22][CH:21]=[CH:20][C:19]=2[F:24])[C:11]1=[O:25])[CH2:27][CH2:28][CH3:29], predict the reactants needed to synthesize it. The reactants are: [NH2:1][C:2]1[CH:31]=[CH:30][C:5]([CH2:6][C:7]2[NH:15][C:14]3[C:13](=[O:16])[N:12]([CH2:17][C:18]4[CH:23]=[CH:22][CH:21]=[CH:20][C:19]=4[F:24])[C:11](=[O:25])[N:10]([CH2:26][CH2:27][CH2:28][CH3:29])[C:9]=3[N:8]=2)=[CH:4][CH:3]=1.[CH3:32][C:33]1[CH:38]=[CH:37][C:36]([N+:39]([O-:41])=[O:40])=[CH:35][C:34]=1[S:42](Cl)(=[O:44])=[O:43]. (2) Given the product [Br:1][C:2]1[CH:3]=[CH:4][C:5]([C@@H:8]([N:10]2[CH2:15][CH2:14][C@:13]([CH2:16][CH2:17][C:18]([OH:30])=[O:19])([C:20]3[CH:25]=[CH:24][C:23]([F:26])=[CH:22][CH:21]=3)[CH2:12][C:11]2=[O:27])[CH3:9])=[CH:6][CH:7]=1, predict the reactants needed to synthesize it. The reactants are: [Br:1][C:2]1[CH:7]=[CH:6][C:5]([C@@H:8]([N:10]2[CH2:15][CH2:14][C@@:13]([C:20]3[CH:25]=[CH:24][C:23]([F:26])=[CH:22][CH:21]=3)([CH2:16][CH2:17][CH2:18][OH:19])[CH2:12][C:11]2=[O:27])[CH3:9])=[CH:4][CH:3]=1.CC(C)=[O:30].OS(O)(=O)=O.O=[Cr](=O)=O. (3) Given the product [C:1]([CH2:4][CH2:5][NH:6][C:7]([C:9]1[N:10]([CH2:17][CH2:18][CH3:19])[CH:11]=[C:12]([NH2:14])[CH:13]=1)=[O:8])(=[NH:2])[NH2:3], predict the reactants needed to synthesize it. The reactants are: [C:1]([CH2:4][CH2:5][NH:6][C:7]([C:9]1[N:10]([CH2:17][CH2:18][CH3:19])[CH:11]=[C:12]([N+:14]([O-])=O)[CH:13]=1)=[O:8])(=[NH:3])[NH2:2].[H][H]. (4) Given the product [CH2:16]([O:15][C:13](=[O:14])[C:12]1[CH:18]=[CH:19][C:7]([CH:4]2[CH2:3][CH2:2][O:1][CH2:6][CH2:5]2)=[N:21][C:11]=1[CH3:10])[CH3:17], predict the reactants needed to synthesize it. The reactants are: [O:1]1[CH2:6][CH2:5][CH:4]([C:7](O)=O)[CH2:3][CH2:2]1.[CH3:10][C:11]1[N:21]=C[CH:19]=[CH:18][C:12]=1[C:13]([O:15][CH2:16][CH3:17])=[O:14].S(OOS([O-])(=O)=O)([O-])(=O)=O.[NH4+].[NH4+].[NH4+].[OH-]. (5) The reactants are: [C:1]([O:5][C:6]([C:8]1[C:9]([C:15]2[CH:20]=[CH:19][C:18]([C:21]3([C:24]([O:26][CH2:27][CH3:28])=[O:25])[CH2:23][CH2:22]3)=[CH:17][CH:16]=2)=[CH:10][CH:11]=[C:12](Br)[CH:13]=1)=[O:7])([CH3:4])([CH3:3])[CH3:2].[CH3:29][C:30]1([CH3:46])[C:34]([CH3:36])([CH3:35])[O:33][B:32]([B:32]2[O:33][C:34]([CH3:36])([CH3:35])[C:30]([CH3:46])([CH3:29])[O:31]2)[O:31]1.C([O-])(=O)C.[K+].O. Given the product [C:1]([O:5][C:6]([C:8]1[C:9]([C:15]2[CH:20]=[CH:19][C:18]([C:21]3([C:24]([O:26][CH2:27][CH3:28])=[O:25])[CH2:23][CH2:22]3)=[CH:17][CH:16]=2)=[CH:10][CH:11]=[C:12]([B:32]2[O:33][C:34]([CH3:36])([CH3:35])[C:30]([CH3:46])([CH3:29])[O:31]2)[CH:13]=1)=[O:7])([CH3:4])([CH3:3])[CH3:2], predict the reactants needed to synthesize it. (6) Given the product [OH:8][CH2:9][C:10]1[N:11]([C:18]2[CH:19]=[CH:20][N:21]=[CH:22][CH:23]=2)[CH:12]=[C:13]([CH:15]([CH3:17])[CH3:16])[N:14]=1, predict the reactants needed to synthesize it. The reactants are: C([O:8][CH2:9][C:10]1[N:11]([C:18]2[CH:23]=[CH:22][N:21]=[CH:20][CH:19]=2)[CH:12]=[C:13]([CH:15]([CH3:17])[CH3:16])[N:14]=1)C1C=CC=CC=1.O.C1(C)C=CC=CC=1. (7) Given the product [CH:16]([NH:15][C:7]1[C:8]2[N:9]([C:11](=[O:14])[NH:12][N:13]=2)[CH:10]=[C:5]([C:3]([OH:4])=[O:2])[N:6]=1)([CH3:18])[CH3:17], predict the reactants needed to synthesize it. The reactants are: C[O:2][C:3]([C:5]1[N:6]=[C:7]([NH:15][CH:16]([CH3:18])[CH3:17])[C:8]2[N:9]([C:11](=[O:14])[NH:12][N:13]=2)[CH:10]=1)=[O:4].[OH-].[K+].Cl. (8) Given the product [CH:36]1([C:39]2[C:40]([O:49][CH2:50][CH:51]3[CH2:52][CH2:53][N:54]([S:57]([CH:60]4[CH2:61][CH2:62][O:63][CH2:64][CH2:65]4)(=[O:59])=[O:58])[CH2:55][CH2:56]3)=[CH:41][C:42]([F:48])=[C:43]([CH:47]=2)[C:44]([NH:54][S:57]([CH3:60])(=[O:59])=[O:58])=[O:45])[CH2:38][CH2:37]1, predict the reactants needed to synthesize it. The reactants are: ClC1C(F)=C(C=C(C(F)(F)F)C=1)CN1CCC(COC2C(C3CC3)=CC(C(O)=O)=C(F)C=2)(F)CC1.[CH:36]1([C:39]2[C:40]([O:49][CH2:50][CH:51]3[CH2:56][CH2:55][N:54]([S:57]([CH:60]4[CH2:65][CH2:64][O:63][CH2:62][CH2:61]4)(=[O:59])=[O:58])[CH2:53][CH2:52]3)=[CH:41][C:42]([F:48])=[C:43]([CH:47]=2)[C:44](O)=[O:45])[CH2:38][CH2:37]1. (9) Given the product [CH2:1]([O:3][C:4]1[C:9]([O:10][CH3:11])=[CH:8][C:7]2[C:19]([C:21]3[CH:30]=[CH:29][C:24]([C:25]([O:27][CH3:28])=[O:26])=[CH:23][CH:22]=3)=[N:18][C@@H:17]3[CH2:16][CH2:15][S:14][CH2:13][C@@H:12]3[C:6]=2[CH:5]=1)[CH3:2], predict the reactants needed to synthesize it. The reactants are: [CH2:1]([O:3][C:4]1[CH:5]=[C:6]([C@@H:12]2[C@H:17]([NH:18][C:19]([C:21]3[CH:30]=[CH:29][C:24]([C:25]([O:27][CH3:28])=[O:26])=[CH:23][CH:22]=3)=O)[CH2:16][CH2:15][S:14][CH2:13]2)[CH:7]=[CH:8][C:9]=1[O:10][CH3:11])[CH3:2].C(=O)([O-])[O-].[K+].[K+].O=P(Cl)(Cl)Cl.